Dataset: Kir2.1 potassium channel HTS with 301,493 compounds. Task: Binary Classification. Given a drug SMILES string, predict its activity (active/inactive) in a high-throughput screening assay against a specified biological target. (1) The compound is Clc1c(ccc(Cl)c1)/C=N\N=C(\N)N. The result is 1 (active). (2) The compound is O(c1cc2c(c([nH]c2cc1)C)CCN)Cc1ccccc1. The result is 0 (inactive). (3) The drug is S(CCCC)c1nc2OC=Nc3c(c2nn1)cccc3. The result is 0 (inactive). (4) The drug is Brc1ccc(c2n(Cc3ccccc3)c(=O)c3c(n2)cccc3)cc1. The result is 0 (inactive). (5) The molecule is FC(F)(F)c1c(NC(=O)N2CCN(CC2)c2nn3c(nnc3)cc2)cccc1. The result is 0 (inactive). (6) The drug is Clc1c(NS(=O)(=O)c2c(N3CCOCC3)ccc(NC(=S)NCC=C)c2)cccc1. The result is 0 (inactive). (7) The compound is S1c2c(N(C(=O)C1)C)cc(NC(=O)NCc1ccccc1)cc2. The result is 0 (inactive).